Dataset: Catalyst prediction with 721,799 reactions and 888 catalyst types from USPTO. Task: Predict which catalyst facilitates the given reaction. (1) Reactant: Cl[C:2]1[C:11]2[C:6](=[C:7]([CH3:14])[C:8]([O:12][CH3:13])=[CH:9][CH:10]=2)[N:5]=[C:4]([C:15]2[CH:16]=[N:17][N:18]([CH2:20][CH3:21])[CH:19]=2)[CH:3]=1.[OH-:22].[K+]. Product: [CH2:20]([N:18]1[CH:19]=[C:15]([C:4]2[CH:3]=[C:2]([OH:22])[C:11]3[C:6](=[C:7]([CH3:14])[C:8]([O:12][CH3:13])=[CH:9][CH:10]=3)[N:5]=2)[CH:16]=[N:17]1)[CH3:21]. The catalyst class is: 16. (2) Reactant: [C:1]([NH:8][CH2:9][C:10]([OH:12])=[O:11])([O:3][C:4]([CH3:7])([CH3:6])[CH3:5])=[O:2].C(N(CC)CC)C.[CH2:20]([OH:27])[C:21]([NH2:26])([CH2:24][OH:25])[CH2:22][OH:23].Cl.[OH:29][C:30]([CH:32]([C:34]1[CH:47]=[CH:46][CH:45]=[C:36]([C:37]([C:39]2[CH:44]=[CH:43][CH:42]=[CH:41][CH:40]=2)=[O:38])[CH:35]=1)[CH3:33])=[O:31].C(OCC)(=O)C. Product: [C:1]([NH:8][CH2:9][C:10]([OH:12])=[O:11])([O:3][C:4]([CH3:6])([CH3:7])[CH3:5])=[O:2].[CH2:20]([OH:27])[C:21]([NH2:26])([CH2:24][OH:25])[CH2:22][OH:23].[OH:31][C:30]([CH:32]([C:34]1[CH:47]=[CH:46][CH:45]=[C:36]([C:37]([C:39]2[CH:40]=[CH:41][CH:42]=[CH:43][CH:44]=2)=[O:38])[CH:35]=1)[CH3:33])=[O:29]. The catalyst class is: 22. (3) Reactant: CO[C:3]1[CH2:4][CH2:5][CH2:6][CH2:7][CH2:8][N:9]=1.[C:10]1([C:16]2[O:17][C:18](=[O:21])[CH2:19][N:20]=2)[CH:15]=[CH:14][CH:13]=[CH:12][CH:11]=1.ClCCCl.O.[OH-].[Li+]. Product: [C:10]1([C:16]2[N:9]3[CH2:8][CH2:7][CH2:6][CH2:5][CH2:4][C:3]3=[C:19]([C:18]([OH:21])=[O:17])[N:20]=2)[CH:15]=[CH:14][CH:13]=[CH:12][CH:11]=1. The catalyst class is: 20. (4) Reactant: [C:1]1([C@@H:7]2[CH2:11][O:10][C:9](=[O:12])[N:8]2[CH:13]2[CH2:18][CH2:17][NH:16][CH2:15][CH2:14]2)[CH:6]=[CH:5][CH:4]=[CH:3][CH:2]=1.[CH3:19][O:20][C:21]1[CH:36]=[CH:35][C:24]([O:25][C:26]2[N:31]=[C:30]([CH3:32])[C:29]([CH:33]=O)=[CH:28][CH:27]=2)=[CH:23][CH:22]=1. Product: [CH3:19][O:20][C:21]1[CH:36]=[CH:35][C:24]([O:25][C:26]2[N:31]=[C:30]([CH3:32])[C:29]([CH2:33][N:16]3[CH2:17][CH2:18][CH:13]([N:8]4[C@H:7]([C:1]5[CH:2]=[CH:3][CH:4]=[CH:5][CH:6]=5)[CH2:11][O:10][C:9]4=[O:12])[CH2:14][CH2:15]3)=[CH:28][CH:27]=2)=[CH:23][CH:22]=1. The catalyst class is: 52. (5) The catalyst class is: 7. Reactant: [Si:1]([O:8][C@@H:9]1[C@@:26]2([CH3:27])[C:13](=[CH:14][CH:15]=[C:16]3[C@@H:25]2[CH2:24][CH2:23][C@@:21]2([CH3:22])[C@H:17]3[CH2:18][CH:19]=[C:20]2[CH2:28][O:29][CH2:30][C:31](OC(C)(C)C)=[O:32])[CH2:12][C@@H:11]([O:38][Si:39]([C:42]([CH3:45])([CH3:44])[CH3:43])([CH3:41])[CH3:40])[CH2:10]1)([C:4]([CH3:7])([CH3:6])[CH3:5])([CH3:3])[CH3:2].[CH2:46]([Mg]Br)[CH3:47].O1CC[CH2:52][CH2:51]1. Product: [Si:1]([O:8][C@@H:9]1[C@@:26]2([CH3:27])[C:13](=[CH:14][CH:15]=[C:16]3[C@@H:25]2[CH2:24][CH2:23][C@@:21]2([CH3:22])[C@H:17]3[CH2:18][CH:19]=[C:20]2[CH2:28][O:29][CH2:30][C:31]([CH2:46][CH3:47])([OH:32])[CH2:51][CH3:52])[CH2:12][C@@H:11]([O:38][Si:39]([C:42]([CH3:43])([CH3:45])[CH3:44])([CH3:41])[CH3:40])[CH2:10]1)([C:4]([CH3:5])([CH3:6])[CH3:7])([CH3:3])[CH3:2]. (6) Reactant: [OH:1]/[N:2]=[C:3](/[C:5]1[CH:10]=[CH:9][C:8]([NH:11][C@H:12]2[CH2:16][CH2:15][C@@H:14]([C:17]([O:19][CH2:20][CH3:21])=[O:18])[CH2:13]2)=[CH:7][CH:6]=1)\[NH2:4].C(Cl)CCl.CCN(C(C)C)C(C)C.C1C=CC2N(O)N=NC=2C=1.[Cl:45][C:46]1[C:47]([O:55][CH:56]([CH3:58])[CH3:57])=[N:48][CH:49]=[C:50]([CH:54]=1)[C:51](O)=O. Product: [Cl:45][C:46]1[CH:54]=[C:50]([C:51]2[O:1][N:2]=[C:3]([C:5]3[CH:6]=[CH:7][C:8]([NH:11][C@H:12]4[CH2:16][CH2:15][C@@H:14]([C:17]([O:19][CH2:20][CH3:21])=[O:18])[CH2:13]4)=[CH:9][CH:10]=3)[N:4]=2)[CH:49]=[N:48][C:47]=1[O:55][CH:56]([CH3:57])[CH3:58]. The catalyst class is: 3. (7) Reactant: [Cl-].[C:2]([CH:7]1[CH2:12][CH2:11][NH+:10]([CH2:13][C:14]2[CH:19]=[CH:18][CH:17]=[CH:16][CH:15]=2)[CH2:9][C:8]1=[O:20])(=[O:6])[CH2:3][CH2:4][CH3:5].[H-].[Na+].C1C=CC(N([S:30]([C:33]([F:36])([F:35])[F:34])(=[O:32])=[O:31])[S:30]([C:33]([F:36])([F:35])[F:34])(=[O:32])=[O:31])=CC=1. Product: [F:34][C:33]([F:36])([F:35])[S:30]([O:20][C:8]1[CH2:9][N:10]([CH2:13][C:14]2[CH:15]=[CH:16][CH:17]=[CH:18][CH:19]=2)[CH2:11][CH2:12][C:7]=1[C:2](=[O:6])[CH2:3][CH2:4][CH3:5])(=[O:32])=[O:31]. The catalyst class is: 3.